This data is from Catalyst prediction with 721,799 reactions and 888 catalyst types from USPTO. The task is: Predict which catalyst facilitates the given reaction. (1) Reactant: [CH2:1]([NH2:7])[C:2]1[O:6][CH:5]=[CH:4][CH:3]=1.C(N(CC)CC)C.[F:15][C:16]([F:29])([F:28])[S:17](O[S:17]([C:16]([F:29])([F:28])[F:15])(=[O:19])=[O:18])(=[O:19])=[O:18].O. Product: [F:15][C:16]([F:29])([F:28])[S:17]([NH:7][CH2:1][C:2]1[O:6][CH:5]=[CH:4][CH:3]=1)(=[O:19])=[O:18]. The catalyst class is: 2. (2) Reactant: [NH2:1][C@H:2]([C:13](O)=[O:14])[CH2:3][C:4]1[C:12]2[C:7](=[CH:8][CH:9]=[CH:10][CH:11]=2)[NH:6][CH:5]=1.S(C)C. Product: [NH2:1][C@@H:2]([CH2:3][C:4]1[C:12]2[C:7](=[CH:8][CH:9]=[CH:10][CH:11]=2)[NH:6][CH:5]=1)[CH2:13][OH:14]. The catalyst class is: 1. (3) Reactant: [Si]([O:18][CH2:19][C:20]1[CH:21]=[C:22]([CH2:30][OH:31])[CH:23]=[C:24]([O:26][CH:27]([CH3:29])[CH3:28])[CH:25]=1)(C(C)(C)C)(C1C=CC=CC=1)C1C=CC=CC=1.[Cl:32][C:33]1[CH:38]=[C:37]([Cl:39])[CH:36]=[CH:35][C:34]=1O.C(P(CCCC)CCCC)CCC.N(C(N1CCCCC1)=O)=NC(N1CCCCC1)=O.[F-].C([N+](CCCC)(CCCC)CCCC)CCC.C(=O)([O-])O.[Na+]. Product: [Cl:32][C:33]1[CH:38]=[C:37]([Cl:39])[CH:36]=[CH:35][C:34]=1[O:18][CH2:19][C:20]1[CH:21]=[C:22]([CH2:30][OH:31])[CH:23]=[C:24]([O:26][CH:27]([CH3:28])[CH3:29])[CH:25]=1. The catalyst class is: 7. (4) Reactant: C([N:9]([C:29]([O:31][C:32]([CH3:35])([CH3:34])[CH3:33])=[O:30])[C@@H:10]([CH2:15][N:16]([C:23]1[CH:28]=[CH:27][CH:26]=[CH:25][CH:24]=1)[C:17]1[CH:22]=[CH:21][CH:20]=[CH:19][CH:18]=1)[C:11]([O:13][CH3:14])=[O:12])(=O)C1C=CC=CC=1.C[O-].[Mg+2].C[O-]. Product: [C:32]([O:31][C:29]([NH:9][C@@H:10]([CH2:15][N:16]([C:17]1[CH:18]=[CH:19][CH:20]=[CH:21][CH:22]=1)[C:23]1[CH:24]=[CH:25][CH:26]=[CH:27][CH:28]=1)[C:11]([O:13][CH3:14])=[O:12])=[O:30])([CH3:35])([CH3:33])[CH3:34]. The catalyst class is: 5. (5) Reactant: [C:1]([O:5][C:6]([NH:8][C@H:9]([C:11]([OH:13])=O)[CH3:10])=[O:7])([CH3:4])([CH3:3])[CH3:2].[CH2:14]([O:21][CH2:22][CH2:23][C@H:24]([NH:28][CH2:29][CH:30]([O:33][CH3:34])[O:31][CH3:32])[CH2:25][O:26][CH3:27])[C:15]1[CH:20]=[CH:19][CH:18]=[CH:17][CH:16]=1.CN1CCOCC1.F[P-](F)(F)(F)(F)F.N1(OC(N(C)C)=[N+](C)C)C2N=CC=CC=2N=N1. Product: [C:1]([O:5][C:6](=[O:7])[NH:8][C@H:9]([C:11](=[O:13])[N:28]([C@H:24]([CH2:25][O:26][CH3:27])[CH2:23][CH2:22][O:21][CH2:14][C:15]1[CH:20]=[CH:19][CH:18]=[CH:17][CH:16]=1)[CH2:29][CH:30]([O:31][CH3:32])[O:33][CH3:34])[CH3:10])([CH3:2])([CH3:3])[CH3:4]. The catalyst class is: 9.